Dataset: Reaction yield outcomes from USPTO patents with 853,638 reactions. Task: Predict the reaction yield, written as a fraction of the theoretical maximum amount of product (1.0 means a 100% yield; for example, 0.34 means a 34% yield). (1) The reactants are FC(F)(F)C(O)=O.[NH:8]1[C:12]2[CH:13]=[CH:14][CH:15]=[CH:16][C:11]=2[N:10]=[C:9]1[CH2:17][N:18]([CH2:29][C:30]1[CH:35]=[CH:34][C:33](N)=[CH:32][CH:31]=1)[CH:19]1[C:28]2[N:27]=[CH:26][CH:25]=[CH:24][C:23]=2[CH2:22][CH2:21][CH2:20]1.[N:37]1C=CC=CC=1S(Cl)(=O)=O.[CH3:47][N:48]([CH:50]=O)[CH3:49]. The catalyst is C(Cl)Cl. The product is [NH:10]1[C:11]2[CH:16]=[CH:15][CH:14]=[CH:13][C:12]=2[N:8]=[C:9]1[CH2:17][N:18]([CH2:29][C:30]1[CH:35]=[CH:34][CH:33]=[CH:32][C:31]=1[N:37]=[CH:50][N:48]([CH3:49])[CH3:47])[CH:19]1[C:28]2[N:27]=[CH:26][CH:25]=[CH:24][C:23]=2[CH2:22][CH2:21][CH2:20]1. The yield is 0.470. (2) The yield is 0.530. The reactants are [CH3:1][O:2][C:3]1[CH:4]=[C:5]([CH:9]=[C:10]([O:12][CH3:13])[CH:11]=1)[C:6]([OH:8])=O.C(N(CC)CC)C.ClC(OC(C)C)=O.C1(C)C=CC=CC=1.[F:35][C:36]([F:54])([F:53])[C:37]1[CH:52]=[CH:51][C:40]2[NH:41][C:42]([C@H:44]3[CH2:49][CH2:48][CH2:47][C@@H:46]([NH2:50])[CH2:45]3)=[N:43][C:39]=2[CH:38]=1. The product is [CH3:13][O:12][C:10]1[CH:9]=[C:5]([CH:4]=[C:3]([O:2][CH3:1])[CH:11]=1)[C:6]([NH:50][C@@H:46]1[CH2:47][CH2:48][CH2:49][C@H:44]([C:42]2[NH:41][C:40]3[CH:51]=[CH:52][C:37]([C:36]([F:54])([F:53])[F:35])=[CH:38][C:39]=3[N:43]=2)[CH2:45]1)=[O:8]. The catalyst is CN(C=O)C.C(Cl)Cl.